Predict the product of the given reaction. From a dataset of Forward reaction prediction with 1.9M reactions from USPTO patents (1976-2016). (1) Given the reactants C(=O)([O-])[O-].[K+].[K+].FC(F)(F)C([NH:11][C:12]1[CH:17]=[CH:16][C:15]([CH:18]=[O:19])=[CH:14][C:13]=1[I:20])=O.C1(C)C=CC(S([CH2:32][N+:33]#[C-:34])(=O)=O)=CC=1, predict the reaction product. The product is: [I:20][C:13]1[CH:14]=[C:15]([C:18]2[O:19][CH:34]=[N:33][CH:32]=2)[CH:16]=[CH:17][C:12]=1[NH2:11]. (2) Given the reactants C([O:3][C:4](=O)[C:5]([O:23][CH2:24][O:25][CH3:26])([C:19]([F:22])([F:21])[F:20])[CH2:6][C:7]([C:10]1[CH:15]=[C:14]([F:16])[CH:13]=[CH:12][C:11]=1[O:17][CH3:18])([CH3:9])[CH3:8])C.[Al].[Li], predict the reaction product. The product is: [F:16][C:14]1[CH:13]=[CH:12][C:11]([O:17][CH3:18])=[C:10]([C:7]([CH3:8])([CH3:9])[CH2:6][C:5]([O:23][CH2:24][O:25][CH3:26])([C:19]([F:22])([F:21])[F:20])[CH2:4][OH:3])[CH:15]=1. (3) Given the reactants [NH2:1][CH:2]([CH:27]1[CH2:29][CH2:28]1)[CH2:3][CH2:4][N:5]1[C:13]([S:14][C:15]2[C:24]([Br:25])=[CH:23][C:18]3[O:19][CH2:20][CH2:21][O:22][C:17]=3[CH:16]=2)=[N:12][C:11]2[C:6]1=[N:7][CH:8]=[N:9][C:10]=2[NH2:26].NC(C1CC1)CCN1C2C(N=C(SC3C(Br)=C[C:47]4[O:48]CCO[C:46]=4C=3)N=2)=C(N)N=C1.C(Cl)(=O)C, predict the reaction product. The product is: [NH2:26][C:10]1[N:9]=[CH:8][N:7]=[C:6]2[C:11]=1[N:12]=[C:13]([S:14][C:15]1[C:24]([Br:25])=[CH:23][C:18]3[O:19][CH2:20][CH2:21][O:22][C:17]=3[CH:16]=1)[N:5]2[CH2:4][CH2:3][CH:2]([NH:1][C:47](=[O:48])[CH3:46])[CH:27]1[CH2:29][CH2:28]1. (4) Given the reactants [OH:1][CH2:2][CH:3]1[O:8][C:7]2[C:9]3[C:14]([C:15](=[O:18])[C:16](=[O:17])[C:6]=2[S:5][CH2:4]1)=[CH:13][CH:12]=[CH:11][CH:10]=3.C1(P(C2C=CC=CC=2)C2C=CC=CC=2)C=CC=CC=1.[N:38]1[CH:43]=[CH:42][CH:41]=[C:40](O)[CH:39]=1.N(/C(OCC)=O)=N/C(OCC)=O, predict the reaction product. The product is: [N:38]1[CH:43]=[CH:42][CH:41]=[C:40]([O:1][CH2:2][CH:3]2[O:8][C:7]3[C:9]4[C:14]([C:15](=[O:18])[C:16](=[O:17])[C:6]=3[S:5][CH2:4]2)=[CH:13][CH:12]=[CH:11][CH:10]=4)[CH:39]=1. (5) Given the reactants Cl[C:2]1[CH:3]=[C:4]([CH:10]=[CH:11][C:12]=1[C:13]([F:16])([F:15])[F:14])[C:5]([O:7]CC)=[O:6].[CH:17]1([B-](F)(F)F)[CH2:19][CH2:18]1.[K+].ClC(Cl)CCCCCPC1C=CC=CC=1C1C(C(C)C)=CC(C(C)C)=CC=1C(C)C.C(=O)([O-])[O-].[K+].[K+].[OH-].[Na+].Cl, predict the reaction product. The product is: [CH:17]1([C:2]2[CH:3]=[C:4]([CH:10]=[CH:11][C:12]=2[C:13]([F:14])([F:15])[F:16])[C:5]([OH:7])=[O:6])[CH2:19][CH2:18]1. (6) The product is: [CH2:19]([C@:26]12[CH2:39][CH2:38][C@:37]([CH2:15][CH3:16])([OH:40])[CH2:36][C@H:35]1[CH2:34][CH2:33][CH2:32][C:31]1[C:27]2=[N:28][N:29]([CH3:41])[CH:30]=1)[C:20]1[CH:21]=[CH:22][CH:23]=[CH:24][CH:25]=1.[CH2:42]([C@@:49]12[CH2:62][CH2:61][C@@:60]([CH2:3][CH3:14])([OH:63])[CH2:59][C@@H:58]1[CH2:57][CH2:56][CH2:55][C:54]1[C:50]2=[N:51][N:52]([CH3:64])[CH:53]=1)[C:43]1[CH:44]=[CH:45][CH:46]=[CH:47][CH:48]=1. Given the reactants CO[C:3]1C=CC2CC(=O)CCCC=2[CH:14]=1.[CH2:15]([Mg]Br)[CH3:16].[CH2:19]([C@:26]12[CH2:39][CH2:38][C:37](=[O:40])[CH2:36][C@H:35]1[CH2:34][CH2:33][CH2:32][C:31]1[C:27]2=[N:28][N:29]([CH3:41])[CH:30]=1)[C:20]1[CH:25]=[CH:24][CH:23]=[CH:22][CH:21]=1.[CH2:42]([C@@:49]12[CH2:62][CH2:61][C:60](=[O:63])[CH2:59][C@@H:58]1[CH2:57][CH2:56][CH2:55][C:54]1[C:50]2=[N:51][N:52]([CH3:64])[CH:53]=1)[C:43]1[CH:48]=[CH:47][CH:46]=[CH:45][CH:44]=1.C(O)(=O)C, predict the reaction product. (7) Given the reactants [O:1]1[C:5]2[CH:6]=[CH:7][C:8]([NH2:10])=[CH:9][C:4]=2[O:3][CH2:2]1.CCN(CC)CC.[C:18](Cl)(=[O:23])[C:19]([CH3:22])([CH3:21])[CH3:20], predict the reaction product. The product is: [O:1]1[C:5]2[CH:6]=[CH:7][C:8]([NH:10][C:18](=[O:23])[C:19]([CH3:22])([CH3:21])[CH3:20])=[CH:9][C:4]=2[O:3][CH2:2]1.